From a dataset of Full USPTO retrosynthesis dataset with 1.9M reactions from patents (1976-2016). Predict the reactants needed to synthesize the given product. (1) Given the product [CH3:44][C:31]1[C:30]([CH2:29][O:26][C:25]2[CH:24]=[CH:23][CH:22]=[CH:21][C:20]=2[CH3:27])=[C:34]([CH3:35])[N:33]([C:36]2[CH:43]=[CH:42][C:39]([C:40]#[N:41])=[CH:38][CH:37]=2)[N:32]=1, predict the reactants needed to synthesize it. The reactants are: C1(P(C2C=CC=CC=2)C2C=CC=CC=2)C=CC=CC=1.[C:20]1([CH3:27])[C:25]([OH:26])=[CH:24][CH:23]=[CH:22][CH:21]=1.O[CH2:29][C:30]1[C:31]([CH3:44])=[N:32][N:33]([C:36]2[CH:43]=[CH:42][C:39]([C:40]#[N:41])=[CH:38][CH:37]=2)[C:34]=1[CH3:35].N(C(OC(C)(C)C)=O)=NC(OC(C)(C)C)=O. (2) Given the product [F:9][C:10]1[CH:11]=[C:12]([CH:33]=[CH:34][CH:35]=1)[CH2:13][O:14][C:15]1[CH:32]=[CH:31][C:18]([NH:19][C:20]2[C:29]3[C:24](=[CH:25][CH:26]=[CH:27][C:28]=3[O:7][CH2:6][CH2:5][N:4]([CH3:8])[CH3:3])[N:23]=[CH:22][N:21]=2)=[CH:17][CH:16]=1, predict the reactants needed to synthesize it. The reactants are: [H-].[Na+].[CH3:3][N:4]([CH3:8])[CH2:5][CH2:6][OH:7].[F:9][C:10]1[CH:11]=[C:12]([CH:33]=[CH:34][CH:35]=1)[CH2:13][O:14][C:15]1[CH:32]=[CH:31][C:18]([NH:19][C:20]2[C:29]3[C:24](=[CH:25][CH:26]=[CH:27][C:28]=3F)[N:23]=[CH:22][N:21]=2)=[CH:17][CH:16]=1.[Cl-].[NH4+]. (3) Given the product [CH:1]1([N:5]2[CH2:10][CH2:9][C:8]3([CH2:14][C:13]4[CH:15]=[C:16]([C:19]5[CH:26]=[CH:25][C:22]([CH2:23][NH2:24])=[CH:21][CH:20]=5)[CH:17]=[CH:18][C:12]=4[O:11]3)[CH2:7][CH2:6]2)[CH2:2][CH2:3][CH2:4]1, predict the reactants needed to synthesize it. The reactants are: [CH:1]1([N:5]2[CH2:10][CH2:9][C:8]3([CH2:14][C:13]4[CH:15]=[C:16]([C:19]5[CH:26]=[CH:25][C:22]([C:23]#[N:24])=[CH:21][CH:20]=5)[CH:17]=[CH:18][C:12]=4[O:11]3)[CH2:7][CH2:6]2)[CH2:4][CH2:3][CH2:2]1.[BH4-].[Na+]. (4) Given the product [ClH:1].[NH:34]1[C:35]2[C:31](=[CH:30][C:29]([NH:28][C:2]3[C:11]4[C:6](=[CH:7][C:8]([O:14][CH2:15][CH:16]5[CH2:21][CH2:20][N:19]([CH2:22][CH2:23][S:24]([CH3:27])(=[O:26])=[O:25])[CH2:18][CH2:17]5)=[C:9]([O:12][CH3:13])[CH:10]=4)[N:5]=[CH:4][N:3]=3)=[CH:37][CH:36]=2)[CH:32]=[CH:33]1, predict the reactants needed to synthesize it. The reactants are: [Cl:1][C:2]1[C:11]2[C:6](=[CH:7][C:8]([O:14][CH2:15][CH:16]3[CH2:21][CH2:20][N:19]([CH2:22][CH2:23][S:24]([CH3:27])(=[O:26])=[O:25])[CH2:18][CH2:17]3)=[C:9]([O:12][CH3:13])[CH:10]=2)[N:5]=[CH:4][N:3]=1.[NH2:28][C:29]1[CH:30]=[C:31]2[C:35](=[CH:36][CH:37]=1)[NH:34][CH:33]=[CH:32]2. (5) The reactants are: [OH:1][N:2]1[C:6](=[O:7])[C:5]2=[CH:8][CH:9]=[CH:10][CH:11]=[C:4]2[C:3]1=[O:12].Cl[CH2:14][C:15]1[N:16]=[C:17]([NH2:20])[S:18][CH:19]=1.C(=O)([O-])[O-].[Cs+].[Cs+].[I-].[K+]. Given the product [NH2:20][C:17]1[S:18][CH:19]=[C:15]([CH2:14][O:1][N:2]2[C:3](=[O:12])[C:4]3[C:5](=[CH:8][CH:9]=[CH:10][CH:11]=3)[C:6]2=[O:7])[N:16]=1, predict the reactants needed to synthesize it.